From a dataset of Forward reaction prediction with 1.9M reactions from USPTO patents (1976-2016). Predict the product of the given reaction. (1) Given the reactants [CH2:1]([C:5]1[S:9][C:8]([S:10]([NH:13][C:14]([CH3:17])([CH3:16])[CH3:15])(=[O:12])=[O:11])=[C:7](B(O)O)[CH:6]=1)[CH:2]([CH3:4])[CH3:3].Br[C:22]1[CH:33]=[CH:32][C:25]([CH2:26][N:27]2[CH:31]=[N:30][N:29]=[N:28]2)=[CH:24][CH:23]=1.C1(C)C=CC=CC=1.[OH-].[Na+], predict the reaction product. The product is: [CH2:1]([C:5]1[S:9][C:8]([S:10]([NH:13][C:14]([CH3:17])([CH3:16])[CH3:15])(=[O:12])=[O:11])=[C:7]([C:22]2[CH:33]=[CH:32][C:25]([CH2:26][N:27]3[CH:31]=[N:30][N:29]=[N:28]3)=[CH:24][CH:23]=2)[CH:6]=1)[CH:2]([CH3:4])[CH3:3]. (2) Given the reactants [Cl:1]N1C(=O)CCC1=O.[Cl:9][CH2:10][C:11]1[N:12]=[C:13]2[CH:18]=[CH:17][CH:16]=[CH:15][N:14]2[CH:19]=1, predict the reaction product. The product is: [Cl:1][C:19]1[N:14]2[CH:15]=[CH:16][CH:17]=[CH:18][C:13]2=[N:12][C:11]=1[CH2:10][Cl:9].